The task is: Predict the product of the given reaction.. This data is from Forward reaction prediction with 1.9M reactions from USPTO patents (1976-2016). (1) Given the reactants [Cl:1][C:2]1[CH:7]=[C:6](I)[CH:5]=[CH:4][C:3]=1[NH:9][C:10](=[O:18])[C@:11]([OH:17])([CH3:16])[C:12]([F:15])([F:14])[F:13].[F:19][C:20]1[CH:25]=[CH:24][CH:23]=[CH:22][C:21]=1[SH:26].C[O-].[Na+], predict the reaction product. The product is: [Cl:1][C:2]1[CH:7]=[C:6]([S:26][C:21]2[CH:22]=[CH:23][CH:24]=[CH:25][C:20]=2[F:19])[CH:5]=[CH:4][C:3]=1[NH:9][C:10](=[O:18])[C@:11]([OH:17])([CH3:16])[C:12]([F:15])([F:14])[F:13]. (2) Given the reactants [CH2:1]([C@:8]([OH:28])([CH2:25][CH2:26][OH:27])[C:9]([N:11]1[C@H:15]2[C:16]3[CH:17]=[CH:18][CH:19]=[CH:20][C:21]=3[CH2:22][C@H:14]2[O:13][C:12]1([CH3:24])[CH3:23])=[O:10])[C:2]1[CH:7]=[CH:6][CH:5]=[CH:4][CH:3]=1.CC(OI1(OC(C)=O)(OC(C)=O)OC(=O)C2C=CC=CC1=2)=O.C([O-])(O)=O.[Na+].[O-]S([O-])(=S)=O.[Na+].[Na+], predict the reaction product. The product is: [CH2:1]([C@@:8]([OH:28])([C:9]([N:11]1[C@H:15]2[C:16]3[CH:17]=[CH:18][CH:19]=[CH:20][C:21]=3[CH2:22][C@H:14]2[O:13][C:12]1([CH3:23])[CH3:24])=[O:10])[CH2:25][CH:26]=[O:27])[C:2]1[CH:7]=[CH:6][CH:5]=[CH:4][CH:3]=1. (3) Given the reactants [NH2:1][C:2]1[CH:3]=[C:4]([CH2:8][C:9]([OH:11])=[O:10])[CH:5]=[CH:6][CH:7]=1.[F:12][C:13]([F:24])([F:23])[C:14](O[C:14](=[O:15])[C:13]([F:24])([F:23])[F:12])=[O:15].C(N(CC)CC)C, predict the reaction product. The product is: [F:12][C:13]([F:24])([F:23])[C:14]([NH:1][C:2]1[CH:3]=[C:4]([CH2:8][C:9]([OH:11])=[O:10])[CH:5]=[CH:6][CH:7]=1)=[O:15]. (4) Given the reactants [CH3:1][N:2]1[CH:6]=[C:5]([C:7](O)=[O:8])[C:4]([C:10]([F:13])([F:12])[F:11])=[N:3]1.O1CCCC1.S(Cl)(Cl)=O.[NH2:23][C:24]1[CH:25]=[C:26]([CH:43]=[CH:44][C:45]=1[Cl:46])[O:27][C:28]1[CH:29]=[CH:30][C:31]2[N:32]([N:34]=[C:35]([NH:37][C:38]([CH:40]3[CH2:42][CH2:41]3)=[O:39])[N:36]=2)[CH:33]=1, predict the reaction product. The product is: [Cl:46][C:45]1[CH:44]=[CH:43][C:26]([O:27][C:28]2[CH:29]=[CH:30][C:31]3[N:32]([N:34]=[C:35]([NH:37][C:38]([CH:40]4[CH2:42][CH2:41]4)=[O:39])[N:36]=3)[CH:33]=2)=[CH:25][C:24]=1[NH:23][C:7]([C:5]1[C:4]([C:10]([F:13])([F:12])[F:11])=[N:3][N:2]([CH3:1])[CH:6]=1)=[O:8]. (5) Given the reactants [C:1]([O:5][C:6]([N:8]1[CH2:15][C@@H:14]([F:16])[CH2:13][C@H:9]1[C:10](O)=[O:11])=[O:7])([CH3:4])([CH3:3])[CH3:2].[N:17]1C=CC=CC=1.C(=O)(O)[O-].[NH4+], predict the reaction product. The product is: [C:1]([O:5][C:6]([N:8]1[CH2:15][C@@H:14]([F:16])[CH2:13][C@H:9]1[C:10]([NH2:17])=[O:11])=[O:7])([CH3:4])([CH3:3])[CH3:2]. (6) Given the reactants [F:1][C:2]1[CH:7]=[CH:6][CH:5]=[C:4]([F:8])[C:3]=1[N:9]1[C:14]2[N:15]=[C:16](S(C)(=O)=O)[N:17]=[C:18]([C:19]3[CH:20]=[C:21]([CH:26]=[CH:27][C:28]=3[CH3:29])[C:22]([NH:24][CH3:25])=[O:23])[C:13]=2[CH2:12][NH:11][C:10]1=[O:34].[N:35]1([CH:40]2[CH2:45][CH2:44][NH:43][CH2:42][CH2:41]2)[CH2:39][CH2:38][CH2:37][CH2:36]1, predict the reaction product. The product is: [NH4+:9].[OH-:23].[F:1][C:2]1[CH:7]=[CH:6][CH:5]=[C:4]([F:8])[C:3]=1[N:9]1[C:14]2[N:15]=[C:16]([N:43]3[CH2:44][CH2:45][CH:40]([N:35]4[CH2:39][CH2:38][CH2:37][CH2:36]4)[CH2:41][CH2:42]3)[N:17]=[C:18]([C:19]3[CH:20]=[C:21]([CH:26]=[CH:27][C:28]=3[CH3:29])[C:22]([NH:24][CH3:25])=[O:23])[C:13]=2[CH2:12][NH:11][C:10]1=[O:34]. (7) Given the reactants [NH2:1][C:2]1[C:10]2[C:5](=[CH:6][CH:7]=[C:8]([NH2:11])[CH:9]=2)[N:4](C(OC(C)(C)C)=O)[N:3]=1.[CH2:19]([N:26]1[CH2:31][CH2:30][CH2:29][C:28](=O)[CH2:27]1)[C:20]1[CH:25]=[CH:24][CH:23]=[CH:22][CH:21]=1.C([BH3-])#N.[Na+], predict the reaction product. The product is: [CH2:19]([N:26]1[CH2:31][CH2:30][CH2:29][CH:28]([NH:11][C:8]2[CH:9]=[C:10]3[C:5](=[CH:6][CH:7]=2)[NH:4][N:3]=[C:2]3[NH2:1])[CH2:27]1)[C:20]1[CH:25]=[CH:24][CH:23]=[CH:22][CH:21]=1. (8) Given the reactants Cl.[NH2:2][C@H:3]1[CH2:7][CH2:6][CH2:5][C@@H:4]1[OH:8].[H-].[Na+].[O:11]1[C:15]2[CH:16]=[CH:17][CH:18]=[CH:19][C:14]=2[CH:13]=[C:12]1[C:20]1[N:24]2[N:25]=[C:26](Cl)[CH:27]=[CH:28][C:23]2=[N:22][CH:21]=1, predict the reaction product. The product is: [O:11]1[C:15]2[CH:16]=[CH:17][CH:18]=[CH:19][C:14]=2[CH:13]=[C:12]1[C:20]1[N:24]2[N:25]=[C:26]([O:8][C@H:4]3[CH2:5][CH2:6][CH2:7][C@@H:3]3[NH2:2])[CH:27]=[CH:28][C:23]2=[N:22][CH:21]=1. (9) Given the reactants [NH:1]1[C:9]2[C:4](=[CH:5][CH:6]=[CH:7][CH:8]=2)[C:3]([C:10]([OH:12])=O)=[N:2]1.[CH3:13][NH:14][O:15][CH3:16].Cl.N1C=CC=CC=1.CCN=C=NCCCN(C)C.Cl, predict the reaction product. The product is: [CH3:16][O:15][N:14]([CH3:13])[C:10]([C:3]1[C:4]2[C:9](=[CH:8][CH:7]=[CH:6][CH:5]=2)[NH:1][N:2]=1)=[O:12].